Dataset: Reaction yield outcomes from USPTO patents with 853,638 reactions. Task: Predict the reaction yield, written as a fraction of the theoretical maximum amount of product (1.0 means a 100% yield; for example, 0.34 means a 34% yield). (1) The reactants are C[O:2][C:3]([C:5]1[S:14][C:8]2=[N:9][CH:10]=[C:11]([Br:13])[CH:12]=[C:7]2[C:6]=1[O:15][CH2:16][C:17]([O:19]C(C)(C)C)=[O:18])=[O:4].[Li+].[OH-]. The catalyst is C1COCC1.O. The product is [Br:13][C:11]1[CH:12]=[C:7]2[C:6]([O:15][CH2:16][C:17]([OH:19])=[O:18])=[C:5]([C:3]([OH:4])=[O:2])[S:14][C:8]2=[N:9][CH:10]=1. The yield is 0.650. (2) The reactants are [CH2:1]([O:3][C:4](=[O:15])[C:5]([OH:14])([C:10]([F:13])([F:12])[F:11])[CH2:6][C:7]([CH3:9])=[CH2:8])[CH3:2].[Cl-].[Al+3].[Cl-].[Cl-].[F:20][C:21]1[CH:26]=[CH:25][C:24]([O:27][CH3:28])=[CH:23][CH:22]=1. No catalyst specified. The product is [CH2:1]([O:3][C:4](=[O:15])[C:5]([OH:14])([C:10]([F:13])([F:12])[F:11])[CH2:6][C:7]([C:25]1[CH:26]=[C:21]([F:20])[CH:22]=[CH:23][C:24]=1[O:27][CH3:28])([CH3:9])[CH3:8])[CH3:2]. The yield is 0.710.